Task: Predict the reaction yield, written as a fraction of the theoretical maximum amount of product (1.0 means a 100% yield; for example, 0.34 means a 34% yield).. Dataset: Reaction yield outcomes from USPTO patents with 853,638 reactions (1) The reactants are [CH2:1]([N:4]1[C:8]2=[C:9]([N:16]3[CH2:25][CH2:24][C:23]4[C:18](=[CH:19][CH:20]=[CH:21][CH:22]=4)[CH2:17]3)[N:10]=[C:11]([C:13]([OH:15])=O)[CH:12]=[C:7]2[CH:6]=[C:5]1[CH3:26])[CH:2]=[CH2:3].[CH2:27]([N:29]1[CH2:34][CH2:33][NH:32][CH2:31][CH2:30]1)[CH3:28]. No catalyst specified. The product is [CH2:1]([N:4]1[C:8]2=[C:9]([N:16]3[CH2:25][CH2:24][C:23]4[C:18](=[CH:19][CH:20]=[CH:21][CH:22]=4)[CH2:17]3)[N:10]=[C:11]([C:13]([N:32]3[CH2:33][CH2:34][N:29]([CH2:27][CH3:28])[CH2:30][CH2:31]3)=[O:15])[CH:12]=[C:7]2[CH:6]=[C:5]1[CH3:26])[CH:2]=[CH2:3]. The yield is 0.490. (2) The product is [C:1]([O:5][C:6](=[O:33])[CH2:7][CH2:8][C:9]1[CH:14]=[CH:13][C:12]([C:15]([N:17]2[CH2:26][C:25]3[CH:24]=[N:23][N:22]([CH3:27])[C:21]=3[NH:20][C:19]3[CH:28]=[CH:29][CH:30]=[CH:31][C:18]2=3)=[O:16])=[CH:11][C:10]=1[CH3:32])([CH3:4])([CH3:3])[CH3:2]. The yield is 0.960. The catalyst is CO.[Pd]. The reactants are [C:1]([O:5][C:6](=[O:33])/[CH:7]=[CH:8]/[C:9]1[CH:14]=[CH:13][C:12]([C:15]([N:17]2[CH2:26][C:25]3[CH:24]=[N:23][N:22]([CH3:27])[C:21]=3[NH:20][C:19]3[CH:28]=[CH:29][CH:30]=[CH:31][C:18]2=3)=[O:16])=[CH:11][C:10]=1[CH3:32])([CH3:4])([CH3:3])[CH3:2]. (3) The reactants are [OH:1][CH:2]([C:5]1[C:14]2[C:9](=[CH:10][CH:11]=[CH:12][CH:13]=2)[CH:8]=[CH:7][CH:6]=1)[C:3]#[N:4].[H-].[H-].[H-].[H-].[Li+].[Al+3].C1COCC1. The catalyst is C1COCC1. The product is [NH2:4][CH2:3][CH:2]([C:5]1[C:14]2[C:9](=[CH:10][CH:11]=[CH:12][CH:13]=2)[CH:8]=[CH:7][CH:6]=1)[OH:1]. The yield is 0.530. (4) The reactants are N[C@H](C(O)=O)CS.C1(=O)NC(=O)C=C1.[OH:15][C:16]([CH2:18][CH2:19][CH2:20][CH2:21][C@H:22]1[C@@H:30]2[C@@H:25]([NH:26][C:27]([NH:29]2)=[O:28])[CH2:24][S:23]1)=[O:17]. No catalyst specified. The product is [OH:17][C:16]([CH2:18][CH2:19][CH2:20][CH2:21][C@H:22]1[C@@H:30]2[C@@H:25]([NH:26][C:27]([NH:29]2)=[O:28])[CH2:24][S:23]1)=[O:15]. The yield is 1.00.